From a dataset of Catalyst prediction with 721,799 reactions and 888 catalyst types from USPTO. Predict which catalyst facilitates the given reaction. Reactant: [CH3:1][NH:2][CH2:3][CH:4]([OH:14])[C:5]1C=CC(O)=C(OC)C=1.[CH3:15][C:16]1[CH:21]=[C:20]([C:22]2[CH:27]=[CH:26][CH:25]=[C:24]([CH3:28])[N:23]=2)[CH:19]=[CH:18][C:17]=1[C:29]1[C:40](=[O:41])[NH:39][C:32]2[N:33]=[C:34](SC)[N:35]=[CH:36][C:31]=2[CH:30]=1.Cl[C:43]1C=C(C2C=NC=C(C)N=2)C=CC=1C1C(=O)NC2N=C(SC)N=CC=2C=1.C1(C)C=CC(S(OC[C@@H:80]2[O:85][CH2:84][CH2:83][N:82](C(OC(C)(C)C)=O)C2)(=O)=O)=CC=1.C([O-])([O-])=O.[Cs+].[Cs+]. Product: [CH3:15][C:16]1[CH:21]=[C:20]([C:22]2[CH:27]=[CH:26][CH:25]=[C:24]([CH3:28])[N:23]=2)[CH:19]=[CH:18][C:17]=1[C:29]1[C:40](=[O:41])[N:39]([CH2:5][C@@H:4]2[O:14][CH2:43][CH2:1][NH:2][CH2:3]2)[C:32]2[N:33]=[C:34]([NH:82][CH:83]3[CH2:84][O:85][CH2:80]3)[N:35]=[CH:36][C:31]=2[CH:30]=1. The catalyst class is: 3.